Dataset: NCI-60 drug combinations with 297,098 pairs across 59 cell lines. Task: Regression. Given two drug SMILES strings and cell line genomic features, predict the synergy score measuring deviation from expected non-interaction effect. (1) Drug 1: C1CCC(CC1)NC(=O)N(CCCl)N=O. Drug 2: C(=O)(N)NO. Cell line: MDA-MB-231. Synergy scores: CSS=22.4, Synergy_ZIP=1.97, Synergy_Bliss=4.89, Synergy_Loewe=-4.29, Synergy_HSA=6.35. (2) Drug 1: CCCCCOC(=O)NC1=NC(=O)N(C=C1F)C2C(C(C(O2)C)O)O. Drug 2: CCC1(C2=C(COC1=O)C(=O)N3CC4=CC5=C(C=CC(=C5CN(C)C)O)N=C4C3=C2)O.Cl. Cell line: RXF 393. Synergy scores: CSS=11.8, Synergy_ZIP=-3.39, Synergy_Bliss=-1.10, Synergy_Loewe=-73.9, Synergy_HSA=-4.35.